This data is from NCI-60 drug combinations with 297,098 pairs across 59 cell lines. The task is: Regression. Given two drug SMILES strings and cell line genomic features, predict the synergy score measuring deviation from expected non-interaction effect. (1) Drug 1: CN(C)N=NC1=C(NC=N1)C(=O)N. Drug 2: CC1C(C(CC(O1)OC2CC(OC(C2O)C)OC3=CC4=CC5=C(C(=O)C(C(C5)C(C(=O)C(C(C)O)O)OC)OC6CC(C(C(O6)C)O)OC7CC(C(C(O7)C)O)OC8CC(C(C(O8)C)O)(C)O)C(=C4C(=C3C)O)O)O)O. Cell line: EKVX. Synergy scores: CSS=11.8, Synergy_ZIP=4.17, Synergy_Bliss=11.1, Synergy_Loewe=13.3, Synergy_HSA=9.64. (2) Drug 1: CN1CCC(CC1)COC2=C(C=C3C(=C2)N=CN=C3NC4=C(C=C(C=C4)Br)F)OC. Drug 2: COC1=C(C=C2C(=C1)N=CN=C2NC3=CC(=C(C=C3)F)Cl)OCCCN4CCOCC4. Cell line: HOP-92. Synergy scores: CSS=39.5, Synergy_ZIP=8.03, Synergy_Bliss=8.21, Synergy_Loewe=11.0, Synergy_HSA=12.3. (3) Drug 1: C1C(C(OC1N2C=C(C(=O)NC2=O)F)CO)O. Drug 2: CN(C(=O)NC(C=O)C(C(C(CO)O)O)O)N=O. Cell line: HOP-62. Synergy scores: CSS=9.79, Synergy_ZIP=-3.79, Synergy_Bliss=-4.93, Synergy_Loewe=-41.5, Synergy_HSA=-2.18. (4) Cell line: CAKI-1. Drug 1: C1=CC(=CC=C1C#N)C(C2=CC=C(C=C2)C#N)N3C=NC=N3. Synergy scores: CSS=-0.746, Synergy_ZIP=3.14, Synergy_Bliss=3.67, Synergy_Loewe=-3.02, Synergy_HSA=-2.96. Drug 2: C(=O)(N)NO. (5) Drug 1: CC1C(C(=O)NC(C(=O)N2CCCC2C(=O)N(CC(=O)N(C(C(=O)O1)C(C)C)C)C)C(C)C)NC(=O)C3=C4C(=C(C=C3)C)OC5=C(C(=O)C(=C(C5=N4)C(=O)NC6C(OC(=O)C(N(C(=O)CN(C(=O)C7CCCN7C(=O)C(NC6=O)C(C)C)C)C)C(C)C)C)N)C. Drug 2: CS(=O)(=O)CCNCC1=CC=C(O1)C2=CC3=C(C=C2)N=CN=C3NC4=CC(=C(C=C4)OCC5=CC(=CC=C5)F)Cl. Cell line: HS 578T. Synergy scores: CSS=-1.82, Synergy_ZIP=10.7, Synergy_Bliss=10.9, Synergy_Loewe=6.97, Synergy_HSA=7.72. (6) Drug 1: CC1C(C(CC(O1)OC2CC(CC3=C2C(=C4C(=C3O)C(=O)C5=C(C4=O)C(=CC=C5)OC)O)(C(=O)C)O)N)O.Cl. Drug 2: C1=NNC2=C1C(=O)NC=N2. Cell line: MOLT-4. Synergy scores: CSS=49.4, Synergy_ZIP=-1.22, Synergy_Bliss=0.625, Synergy_Loewe=-22.4, Synergy_HSA=2.57. (7) Drug 1: CC(C1=C(C=CC(=C1Cl)F)Cl)OC2=C(N=CC(=C2)C3=CN(N=C3)C4CCNCC4)N. Drug 2: CNC(=O)C1=CC=CC=C1SC2=CC3=C(C=C2)C(=NN3)C=CC4=CC=CC=N4. Cell line: OVCAR-5. Synergy scores: CSS=11.6, Synergy_ZIP=0.208, Synergy_Bliss=6.69, Synergy_Loewe=4.33, Synergy_HSA=4.47. (8) Drug 2: CCN(CC)CCCC(C)NC1=C2C=C(C=CC2=NC3=C1C=CC(=C3)Cl)OC. Drug 1: C1=CC=C(C(=C1)C(C2=CC=C(C=C2)Cl)C(Cl)Cl)Cl. Cell line: COLO 205. Synergy scores: CSS=11.2, Synergy_ZIP=-4.87, Synergy_Bliss=-0.232, Synergy_Loewe=0.113, Synergy_HSA=0.918. (9) Synergy scores: CSS=63.6, Synergy_ZIP=-4.33, Synergy_Bliss=-4.92, Synergy_Loewe=0.258, Synergy_HSA=2.13. Drug 1: CCC1(CC2CC(C3=C(CCN(C2)C1)C4=CC=CC=C4N3)(C5=C(C=C6C(=C5)C78CCN9C7C(C=CC9)(C(C(C8N6C)(C(=O)OC)O)OC(=O)C)CC)OC)C(=O)OC)O. Cell line: SW-620. Drug 2: C1=CC(=C(C=C1I)F)NC2=C(C=CC(=C2F)F)C(=O)NOCC(CO)O. (10) Drug 1: C1=C(C(=O)NC(=O)N1)F. Drug 2: CC(C1=C(C=CC(=C1Cl)F)Cl)OC2=C(N=CC(=C2)C3=CN(N=C3)C4CCNCC4)N. Cell line: HOP-92. Synergy scores: CSS=14.9, Synergy_ZIP=-5.34, Synergy_Bliss=-7.26, Synergy_Loewe=-3.75, Synergy_HSA=-3.35.